This data is from Forward reaction prediction with 1.9M reactions from USPTO patents (1976-2016). The task is: Predict the product of the given reaction. (1) Given the reactants [CH2:1]([CH:8]([C:16]([OH:18])=[O:17])[C:9]([CH2:14][CH3:15])(O)[C:10]([OH:12])=O)[C:2]1[CH:7]=[CH:6][CH:5]=[CH:4][CH:3]=1, predict the reaction product. The product is: [CH2:1]([C:8]1[C:16]([O:18][C:10](=[O:12])[C:9]=1[CH2:14][CH3:15])=[O:17])[C:2]1[CH:3]=[CH:4][CH:5]=[CH:6][CH:7]=1. (2) Given the reactants C(OC(=O)[N:7]([CH3:37])[C@H:8]([C:10](=[O:36])[NH:11][C@@H:12]1[C:18](=[O:19])[N:17]([CH2:20][C:21]2[C:30]3[C:25](=[CH:26][CH:27]=[CH:28][CH:29]=3)[CH:24]=[CH:23][C:22]=2[CH3:31])[C:16]2[CH:32]=[CH:33][CH:34]=[CH:35][C:15]=2[NH:14][CH2:13]1)[CH3:9])(C)(C)C.[Cl:39][C:40]([O:42][CH3:43])=[O:41], predict the reaction product. The product is: [ClH:39].[CH3:43][O:42][C:40]([N:14]1[CH2:13][C@H:12]([NH:11][C:10](=[O:36])[C@@H:8]([NH:7][CH3:37])[CH3:9])[C:18](=[O:19])[N:17]([CH2:20][C:21]2[C:30]3[C:25](=[CH:26][CH:27]=[CH:28][CH:29]=3)[CH:24]=[CH:23][C:22]=2[CH3:31])[C:16]2[CH:32]=[CH:33][CH:34]=[CH:35][C:15]1=2)=[O:41]. (3) Given the reactants C[C:2]1[O:9][C:7](=O)[CH:6]([C:10]([CH3:12])=[O:11])[C:4](=[O:5])[CH:3]=1.C[O-:14].[Mg+2].C[O-], predict the reaction product. The product is: [O:5]=[C:4]([CH2:6][C:10](=[O:11])[CH3:12])[CH2:3][C:2]([O:9][CH3:7])=[O:14]. (4) Given the reactants C[C@]12[C@@H]3CC[C@@]4(O[C@@H:20]5[O:25][C@H:24]([CH2:26][OH:27])[C@@H:23]([OH:28])[C@H:22]([OH:29])[C@H:21]5[O:30][C@@H:31]5[O:36][C@H:35]([CH2:37][OH:38])[C@@H:34]([OH:39])[C@H:33]([O:40][C@@H]6O[C@H](CO)[C@@H](O)[C@H](O)[C@H]6O)[C@H:32]5[OH:52])C(C[C@@]3(C4)CC[C@@H]1[C@@](C(O[C@@H]1O[C@H](CO)[C@@H](O)[C@H](O)[C@H]1O)=O)(C)CCC2)=C.[CH3:68][C@:69]12[C@@H:78]3[CH2:79][CH2:80][C@@:81]4([O:86][C@@H:87]5[O:92][C@@H:91]([CH2:93][OH:94])[C@@H:90]([O:95][C@@H]6O[C@@H](CO)[C@@H](O)[C@H](O)[C@@H]6O)[C@H:89]([OH:107])[C@@H:88]5[O:108][C@@H:109]5[O:114][C@@H:113]([CH2:115][OH:116])[C@@H:112]([OH:117])[C@H:111]([OH:118])[C@@H:110]5[OH:119])[C:83]([CH2:85][C@@:77]3([CH2:82]4)[CH2:76][CH2:75][C@@H:74]1[C@@:73]([C:121]([O-:123])=[O:122])([CH3:120])[CH2:72][CH2:71][CH2:70]2)=[CH2:84].[Na+], predict the reaction product. The product is: [CH3:68][C@:69]12[C@@H:78]3[CH2:79][CH2:80][C@@:81]4([O:86][C@@H:87]5[O:92][C@H:91]([CH2:93][OH:94])[C@@H:90]([OH:95])[C@H:89]([O:107][C@@H:20]6[O:25][C@H:24]([CH2:26][OH:27])[C@@H:23]([OH:28])[C@H:22]([OH:29])[C@H:21]6[OH:30])[C@H:88]5[O:108][C@@H:109]5[O:114][C@H:113]([CH2:115][OH:116])[C@@H:112]([OH:117])[C@H:111]([OH:118])[C@H:110]5[OH:119])[C:83]([CH2:85][C@@:77]3([CH2:82]4)[CH2:76][CH2:75][C@@H:74]1[C@@:73]([C:121]([O:123][C@@H:20]1[O:25][C@H:24]([CH2:26][OH:27])[C@@H:23]([OH:28])[C@H:22]([OH:29])[C@H:21]1[O:30][C@@H:31]1[O:36][C@H:35]([CH2:37][OH:38])[C@@H:34]([OH:39])[C@H:33]([OH:40])[C@H:32]1[OH:52])=[O:122])([CH3:120])[CH2:72][CH2:71][CH2:70]2)=[CH2:84]. (5) Given the reactants [CH2:1]([OH:11])[C:2]1[CH:10]=[CH:9][C:7]([OH:8])=[C:4]([O:5][CH3:6])[CH:3]=1.[CH2:12](Br)[CH:13]=[CH2:14].C(=O)([O-])[O-].[K+].[K+].C1(O)C=CC=CC=1, predict the reaction product. The product is: [CH3:6][O:5][C:4]1[CH:3]=[C:2]([CH2:1][OH:11])[CH:10]=[CH:9][C:7]=1[O:8][CH2:14][CH:13]=[CH2:12].